From a dataset of Reaction yield outcomes from USPTO patents with 853,638 reactions. Predict the reaction yield, written as a fraction of the theoretical maximum amount of product (1.0 means a 100% yield; for example, 0.34 means a 34% yield). (1) The reactants are [C:1](=[N:14][NH2:15])([C:8]1[CH:13]=[CH:12][CH:11]=[CH:10][CH:9]=1)[C:2]1[CH:7]=[CH:6][CH:5]=[CH:4][CH:3]=1.CC(C)([O-])C.[Na+].[C@@H]1(N)CCCC[C@H]1N.CCCCCCCCCCCC.I[C:43]1[CH:44]=[C:45]([CH3:50])[CH:46]=[C:47]([CH3:49])[CH:48]=1. The catalyst is [Cu]I.O1CCOCC1. The product is [CH3:50][C:45]1[CH:44]=[C:43]([NH:15][N:14]=[C:1]([C:8]2[CH:9]=[CH:10][CH:11]=[CH:12][CH:13]=2)[C:2]2[CH:7]=[CH:6][CH:5]=[CH:4][CH:3]=2)[CH:48]=[C:47]([CH3:49])[CH:46]=1. The yield is 0.800. (2) The catalyst is O. The reactants are [Br:1][C:2]1[CH:3]=[C:4]2[C:8](=[C:9]([CH3:11])[CH:10]=1)[NH:7]C(=O)[C:5]2=[O:13].[Cl-].[Na+].[OH-:16].[Na+].OO. The product is [NH2:7][C:8]1[C:9]([CH3:11])=[CH:10][C:2]([Br:1])=[CH:3][C:4]=1[C:5]([OH:13])=[O:16]. The yield is 0.750. (3) The reactants are [CH2:1]([Li])CCC.[C:6]1([N:12]2[CH:16]=[CH:15][CH:14]=[CH:13]2)[CH:11]=[CH:10][CH:9]=[CH:8][CH:7]=1.CN(CCN(C)C)C.IC. The catalyst is CCCCCC.C1COCC1.O. The product is [C:6]1([N:12]2[CH:16]=[CH:15][CH:14]=[C:13]2[CH3:1])[CH:11]=[CH:10][CH:9]=[CH:8][CH:7]=1. The yield is 0.980. (4) The reactants are [C:1]([C:5]1[CH:12]=[CH:11][C:10]([N+:13]([O-])=O)=[CH:9][C:6]=1[C:7]#[N:8])([CH3:4])([CH3:3])[CH3:2].C([O-])=O.[NH4+]. The catalyst is CCO.[Pd]. The product is [C:1]([C:5]1[CH:12]=[CH:11][C:10]([NH2:13])=[CH:9][C:6]=1[C:7]#[N:8])([CH3:4])([CH3:2])[CH3:3]. The yield is 0.910.